This data is from Full USPTO retrosynthesis dataset with 1.9M reactions from patents (1976-2016). The task is: Predict the reactants needed to synthesize the given product. (1) Given the product [NH2:13][C:12]1[C:2]([NH:22][CH:16]2[CH2:21][CH2:20][CH2:19][CH2:18][CH2:17]2)=[N:3][CH:4]=[C:5]([CH:11]=1)[C:6]([O:8][CH2:9][CH3:10])=[O:7], predict the reactants needed to synthesize it. The reactants are: Cl[C:2]1[C:12]([N+:13]([O-])=O)=[CH:11][C:5]([C:6]([O:8][CH2:9][CH3:10])=[O:7])=[CH:4][N:3]=1.[CH:16]1([NH2:22])[CH2:21][CH2:20][CH2:19][CH2:18][CH2:17]1. (2) Given the product [CH3:17][C:9]1([CH3:18])[N:8]([C:6]([O:5][C:1]([CH3:2])([CH3:3])[CH3:4])=[O:7])[C@@:12]([CH3:16])([C:13]([NH:68][NH:67][C:65](=[O:66])[C:64]2[CH:69]=[CH:70][C:61]([S:60][CH2:52][CH2:53][CH2:54][CH2:55][CH2:56][CH2:57][CH2:58][CH3:59])=[C:62]([C:71]([F:72])([F:73])[F:74])[CH:63]=2)=[O:15])[CH2:11][O:10]1, predict the reactants needed to synthesize it. The reactants are: [C:1]([O:5][C:6]([N:8]1[C@@:12]([CH3:16])([C:13]([OH:15])=O)[CH2:11][O:10][C:9]1([CH3:18])[CH3:17])=[O:7])([CH3:4])([CH3:3])[CH3:2].CN(C(ON1N=NC2C=CC=NC1=2)=[N+](C)C)C.F[P-](F)(F)(F)(F)F.CCN(C(C)C)C(C)C.[CH2:52]([S:60][C:61]1[CH:70]=[CH:69][C:64]([C:65]([NH:67][NH2:68])=[O:66])=[CH:63][C:62]=1[C:71]([F:74])([F:73])[F:72])[CH2:53][CH2:54][CH2:55][CH2:56][CH2:57][CH2:58][CH3:59].C([O-])(O)=O.[Na+].